The task is: Regression. Given a peptide amino acid sequence and an MHC pseudo amino acid sequence, predict their binding affinity value. This is MHC class I binding data.. This data is from Peptide-MHC class I binding affinity with 185,985 pairs from IEDB/IMGT. (1) The peptide sequence is GPPPPTPLDI. The MHC is Mamu-A01 with pseudo-sequence Mamu-A01. The binding affinity (normalized) is 0.386. (2) The peptide sequence is CEKALKYLPI. The MHC is HLA-B44:03 with pseudo-sequence HLA-B44:03. The binding affinity (normalized) is 0.349. (3) The MHC is HLA-B15:01 with pseudo-sequence HLA-B15:01. The peptide sequence is MMIDDFGTA. The binding affinity (normalized) is 0.812. (4) The peptide sequence is YHSQGSWYK. The MHC is HLA-A26:03 with pseudo-sequence HLA-A26:03. The binding affinity (normalized) is 0.0847. (5) The MHC is HLA-A02:03 with pseudo-sequence HLA-A02:03. The binding affinity (normalized) is 0.0847. The peptide sequence is WESGAVLCV. (6) The peptide sequence is LQKIPLQWF. The MHC is HLA-A80:01 with pseudo-sequence HLA-A80:01. The binding affinity (normalized) is 0.0847. (7) The peptide sequence is RPLLARMPE. The MHC is HLA-B15:01 with pseudo-sequence HLA-B15:01. The binding affinity (normalized) is 0.0847.